Dataset: Full USPTO retrosynthesis dataset with 1.9M reactions from patents (1976-2016). Task: Predict the reactants needed to synthesize the given product. Given the product [C:22]([NH:21][C@@H:18]1[CH2:19][CH2:20][N:16]([CH2:15][C:8]2[C:9]([C:11]([F:12])([F:13])[F:14])=[CH:10][C:5]([C:4]([OH:26])=[O:3])=[C:6]([NH2:25])[CH:7]=2)[CH2:17]1)(=[O:24])[CH3:23], predict the reactants needed to synthesize it. The reactants are: C([O:3][C:4](=[O:26])[C:5]1[CH:10]=[C:9]([C:11]([F:14])([F:13])[F:12])[C:8]([CH2:15][N:16]2[CH2:20][CH2:19][C@@H:18]([NH:21][C:22](=[O:24])[CH3:23])[CH2:17]2)=[CH:7][C:6]=1[NH2:25])C.NC1C(Cl)=C(C=O)C(C(F)(F)F)=CC=1C(O)=O.